Dataset: Catalyst prediction with 721,799 reactions and 888 catalyst types from USPTO. Task: Predict which catalyst facilitates the given reaction. (1) Reactant: [N+:1]([C:4]1[CH:5]=[CH:6][C:7]2[S:11][C:10]([NH2:12])=[N:9][C:8]=2[CH:13]=1)([O-])=O.O.O.[Sn](Cl)Cl. Product: [NH2:1][C:4]1[CH:5]=[CH:6][C:7]2[S:11][C:10]([NH2:12])=[N:9][C:8]=2[CH:13]=1. The catalyst class is: 8. (2) Reactant: [CH3:1][N:2]1[C:11]2[C:6](=[CH:7][CH:8]=[C:9]([C:12]([F:15])([F:14])[F:13])[N:10]=2)[CH:5]=[C:4]([C:16](O)=[O:17])[C:3]1=[O:19].C(Cl)(=O)C([Cl:23])=O.CN(C)C=O. Product: [CH3:1][N:2]1[C:11]2[C:6](=[CH:7][CH:8]=[C:9]([C:12]([F:15])([F:14])[F:13])[N:10]=2)[CH:5]=[C:4]([C:16]([Cl:23])=[O:17])[C:3]1=[O:19]. The catalyst class is: 4.